From a dataset of Full USPTO retrosynthesis dataset with 1.9M reactions from patents (1976-2016). Predict the reactants needed to synthesize the given product. (1) The reactants are: Br[C:2]1[CH:3]=[N:4][CH:5]=[C:6]([O:8][CH3:9])[CH:7]=1.[C:10]([C:12]1[CH:17]=[CH:16][C:15](B(O)O)=[CH:14][CH:13]=1)#[N:11].[Cl-].[Li+].C(=O)([O-])[O-].[Na+].[Na+]. Given the product [CH3:9][O:8][C:6]1[CH:7]=[C:2]([C:15]2[CH:16]=[CH:17][C:12]([C:10]#[N:11])=[CH:13][CH:14]=2)[CH:3]=[N:4][CH:5]=1, predict the reactants needed to synthesize it. (2) Given the product [NH2:22][CH2:21][C@@H:20]([C:17]1[CH:18]=[CH:19][C:14]([C:12]2[C:13]3[C:4]4[CH:3]=[C:2]([F:1])[S:43][C:5]=4[C:6](=[O:42])[NH:7][C:8]=3[C:9]([CH3:33])=[CH:10][C:11]=2[O:31][CH3:32])=[CH:15][CH:16]=1)[CH3:30], predict the reactants needed to synthesize it. The reactants are: [F:1][C:2]1[S:43][C:5]2[C:6](=[O:42])[N:7](COCC[Si](C)(C)C)[C:8]3[C:9]([CH3:33])=[CH:10][C:11]([O:31][CH3:32])=[C:12]([C:14]4[CH:19]=[CH:18][C:17]([C@@H:20]([CH3:30])[CH2:21][NH:22]C(=O)OC(C)(C)C)=[CH:16][CH:15]=4)[C:13]=3[C:4]=2[CH:3]=1.FC(F)(F)C(O)=O. (3) Given the product [C:23]([O:22][C:20]([C:17]([CH3:19])([O:16][C:13]1[CH:12]=[CH:11][C:10]([C:9]([OH:27])=[O:8])=[CH:15][CH:14]=1)[CH3:18])=[O:21])([CH3:24])([CH3:25])[CH3:26], predict the reactants needed to synthesize it. The reactants are: C([O:8][C:9](=[O:27])[C:10]1[CH:15]=[CH:14][C:13]([O:16][C:17]([C:20]([O:22][C:23]([CH3:26])([CH3:25])[CH3:24])=[O:21])([CH3:19])[CH3:18])=[CH:12][CH:11]=1)C1C=CC=CC=1.